Predict which catalyst facilitates the given reaction. From a dataset of Catalyst prediction with 721,799 reactions and 888 catalyst types from USPTO. (1) Reactant: [NH2:1][C:2]([NH2:4])=[S:3].[Cl:5][CH2:6][C:7]1[CH2:12][CH2:11][CH2:10][CH2:9][C:8]=1[C:13]1[CH:18]=[CH:17][CH:16]=[CH:15][C:14]=1[F:19]. Product: [ClH:5].[F:19][C:14]1[CH:15]=[CH:16][CH:17]=[CH:18][C:13]=1[C:8]1[CH2:9][CH2:10][CH2:11][CH2:12][C:7]=1[CH2:6][S:3][C:2](=[NH:4])[NH2:1]. The catalyst class is: 8. (2) Reactant: [N:1]1([C:7](=[O:23])[C@@H:8]([NH:15]C(=O)OC(C)(C)C)[CH2:9][C:10]2[S:11][CH:12]=[CH:13][CH:14]=2)[CH2:6][CH2:5][O:4][CH2:3][CH2:2]1.Cl. Product: [N:1]1([C:7](=[O:23])[C@@H:8]([NH2:15])[CH2:9][C:10]2[S:11][CH:12]=[CH:13][CH:14]=2)[CH2:6][CH2:5][O:4][CH2:3][CH2:2]1. The catalyst class is: 135. (3) Reactant: [S:1](N)([NH2:4])(=[O:3])=[O:2].[CH:6]1([CH2:9][NH:10][CH2:11][CH:12]([O:15][CH3:16])[O:13][CH3:14])[CH2:8][CH2:7]1.C(Cl)Cl. Product: [CH:6]1([CH2:9][N:10]([CH2:11][CH:12]([O:13][CH3:14])[O:15][CH3:16])[S:1]([NH2:4])(=[O:3])=[O:2])[CH2:7][CH2:8]1. The catalyst class is: 12.